The task is: Predict which catalyst facilitates the given reaction.. This data is from Catalyst prediction with 721,799 reactions and 888 catalyst types from USPTO. (1) Reactant: [CH3:1][O:2][C:3]1[CH:4]=[C:5]([O:23][C:24]2[CH:29]=[CH:28][C:27]([S:30]([CH3:33])(=[O:32])=[O:31])=[CH:26][N:25]=2)[CH:6]=[C:7]2[C:11]=1[NH:10][C:9]([C:12]1[S:13][CH:14]([CH2:17][C:18](OCC)=[O:19])[CH2:15][N:16]=1)=[CH:8]2.[BH4-].[Li+].O. Product: [CH3:1][O:2][C:3]1[CH:4]=[C:5]([O:23][C:24]2[CH:29]=[CH:28][C:27]([S:30]([CH3:33])(=[O:31])=[O:32])=[CH:26][N:25]=2)[CH:6]=[C:7]2[C:11]=1[NH:10][C:9]([C:12]1[S:13][CH:14]([CH2:17][CH2:18][OH:19])[CH2:15][N:16]=1)=[CH:8]2. The catalyst class is: 83. (2) Reactant: C(OC(=O)[NH:10][C@@H:11]([C:36]1[CH:41]=[CH:40][CH:39]=[CH:38][CH:37]=1)[C:12]([N:14]1[C@H:19]([C:20](=[O:32])[NH:21][C@H:22]2[C:31]3[C:26](=[CH:27][CH:28]=[CH:29][CH:30]=3)[O:25][CH2:24][CH2:23]2)[CH2:18][N:17]2[CH2:33][CH2:34][CH2:35][C@@H:16]2[CH2:15]1)=[O:13])C1C=CC=CC=1. Product: [NH2:10][C@@H:11]([C:36]1[CH:41]=[CH:40][CH:39]=[CH:38][CH:37]=1)[C:12]([N:14]1[C@H:19]([C:20]([NH:21][C@H:22]2[C:31]3[C:26](=[CH:27][CH:28]=[CH:29][CH:30]=3)[O:25][CH2:24][CH2:23]2)=[O:32])[CH2:18][N:17]2[CH2:33][CH2:34][CH2:35][C@@H:16]2[CH2:15]1)=[O:13]. The catalyst class is: 129. (3) Reactant: [CH3:1][O:2][C:3]1[CH:4]=[C:5]2[C:10](=[CH:11][C:12]=1[O:13][CH3:14])[N:9]=[CH:8][CH:7]=[C:6]2[O:15][C:16]1[C:22]([CH3:23])=[CH:21][C:19]([NH2:20])=[C:18]([CH3:24])[CH:17]=1.[C:25]1([CH3:31])[CH:30]=[CH:29][CH:28]=[CH:27][CH:26]=1.C(N(CC)CC)C.Cl[C:40](Cl)([O:42][C:43](=O)OC(Cl)(Cl)Cl)Cl.CC1C=CC(C[SH:57])=CC=1. Product: [CH3:1][O:2][C:3]1[CH:4]=[C:5]2[C:10](=[CH:11][C:12]=1[O:13][CH3:14])[N:9]=[CH:8][CH:7]=[C:6]2[O:15][C:16]1[C:22]([CH3:23])=[CH:21][C:19]([NH:20][C:40](=[S:57])[O:42][CH2:43][C:28]2[CH:29]=[CH:30][C:25]([CH3:31])=[CH:26][CH:27]=2)=[C:18]([CH3:24])[CH:17]=1. The catalyst class is: 2. (4) Reactant: Br[C:2]1[CH:9]=[C:8]([F:10])[C:5]([C:6]#[N:7])=[C:4]([F:11])[CH:3]=1.[CH2:12]([Sn](CCCC)(CCCC)CCCC)[CH:13]=[CH2:14].[Li+].[Cl-]. Product: [CH2:14]([C:2]1[CH:9]=[C:8]([F:10])[C:5]([C:6]#[N:7])=[C:4]([F:11])[CH:3]=1)[CH:13]=[CH2:12]. The catalyst class is: 11. (5) Reactant: [OH:1][C:2]1[CH:15]=[CH:14][C:13]2[S:12][C:11]3[C:6](=[CH:7][CH:8]=[CH:9][CH:10]=3)[C:5](=[O:16])[C:4]=2[CH:3]=1.N1C=CC=CC=1.[Cl:23][CH2:24][CH2:25][C:26](Cl)=[O:27]. Product: [O:16]=[C:5]1[C:4]2[CH:3]=[C:2]([O:1][C:26](=[O:27])[CH2:25][CH2:24][Cl:23])[CH:15]=[CH:14][C:13]=2[S:12][C:11]2[C:6]1=[CH:7][CH:8]=[CH:9][CH:10]=2. The catalyst class is: 21. (6) Reactant: C1C(=O)[N:5](Br)[C:3](=O)C1.CSC.[N+:12]([C:15]1[CH:34]=[CH:33][C:18]([CH:19]=[N:20][NH:21][C:22]2[CH:27]=[CH:26][C:25]([O:28][C:29]([F:32])([F:31])[F:30])=[CH:24][CH:23]=2)=[CH:17][CH:16]=1)([O-:14])=[O:13].[Br-].N1C=NN=N1.C(N(CC)CC)C. Product: [F:32][C:29]([F:30])([F:31])[O:28][C:25]1[CH:26]=[CH:27][C:22]([N:21]2[CH:3]=[N:5][C:19]([C:18]3[CH:17]=[CH:16][C:15]([N+:12]([O-:14])=[O:13])=[CH:34][CH:33]=3)=[N:20]2)=[CH:23][CH:24]=1. The catalyst class is: 497.